From a dataset of Catalyst prediction with 721,799 reactions and 888 catalyst types from USPTO. Predict which catalyst facilitates the given reaction. (1) Reactant: [OH:1][CH2:2][C@H:3]1[CH2:14][CH2:13][C:12]2[S:11][C:10]3[C:5](=[C:6]([NH:15][CH:16]4[CH2:21][CH2:20][CH:19]([NH:22][C:23](=[O:29])[O:24][C:25]([CH3:28])([CH3:27])[CH3:26])[CH2:18][CH2:17]4)[N:7]=[CH:8][N:9]=3)[C:4]1=2.C(N(CC)CC)C.[CH3:37][S:38](Cl)(=[O:40])=[O:39]. Product: [CH3:37][S:38]([O:1][CH2:2][C@H:3]1[CH2:14][CH2:13][C:12]2[S:11][C:10]3[C:5](=[C:6]([NH:15][CH:16]4[CH2:17][CH2:18][CH:19]([NH:22][C:23](=[O:29])[O:24][C:25]([CH3:26])([CH3:28])[CH3:27])[CH2:20][CH2:21]4)[N:7]=[CH:8][N:9]=3)[C:4]1=2)(=[O:40])=[O:39]. The catalyst class is: 4. (2) Reactant: C(OC(=O)[NH:7][C:8]1[S:9][C:10](=[CH:14][C:15]2[CH:24]=[CH:23][C:22]3[C:17](=[CH:18][CH:19]=[CH:20][N:21]=3)[N:16]=2)[C:11](=[O:13])[N:12]=1)(C)(C)C. Product: [NH2:7][C:8]1[S:9][C:10](=[CH:14][C:15]2[CH:24]=[CH:23][C:22]3[C:17](=[CH:18][CH:19]=[CH:20][N:21]=3)[N:16]=2)[C:11](=[O:13])[N:12]=1. The catalyst class is: 11. (3) Reactant: [CH:1]1([C@@H:4]([C:10]2[CH:19]=[C:18]3[C:13]([CH2:14][CH2:15][CH:16]([C:20]4[CH:25]=[CH:24][C:23]([C:26]5[CH:31]=[C:30]([O:32][CH3:33])[CH:29]=[CH:28][C:27]=5[F:34])=[CH:22][CH:21]=4)[O:17]3)=[CH:12][CH:11]=2)[CH2:5][C:6]([O:8]C)=[O:7])[CH2:3][CH2:2]1.[Li+].[OH-].Cl. Product: [CH:1]1([C@@H:4]([C:10]2[CH:19]=[C:18]3[C:13]([CH2:14][CH2:15][CH:16]([C:20]4[CH:25]=[CH:24][C:23]([C:26]5[CH:31]=[C:30]([O:32][CH3:33])[CH:29]=[CH:28][C:27]=5[F:34])=[CH:22][CH:21]=4)[O:17]3)=[CH:12][CH:11]=2)[CH2:5][C:6]([OH:8])=[O:7])[CH2:3][CH2:2]1. The catalyst class is: 200. (4) Product: [N:3]1([C:12]2[N:17]=[C:16]([CH3:18])[C:15]([CH:19]([CH2:24][CH2:25][CH3:26])[C:20]([OH:22])=[O:21])=[C:14]([C:27]3[CH:28]=[CH:29][C:30]([CH3:33])=[CH:31][CH:32]=3)[N:13]=2)[C:11]2[C:6](=[CH:7][CH:8]=[CH:9][CH:10]=2)[CH2:5][CH2:4]1. The catalyst class is: 5. Reactant: [OH-].[Na+].[N:3]1([C:12]2[N:17]=[C:16]([CH3:18])[C:15]([CH:19]([CH2:24][CH2:25][CH3:26])[C:20]([O:22]C)=[O:21])=[C:14]([C:27]3[CH:32]=[CH:31][C:30]([CH3:33])=[CH:29][CH:28]=3)[N:13]=2)[C:11]2[C:6](=[CH:7][CH:8]=[CH:9][CH:10]=2)[CH2:5][CH2:4]1. (5) Reactant: [CH:1]1([CH2:6][CH:7]([C:11]2[CH:16]=[CH:15][C:14]([C:17]([F:20])([F:19])[F:18])=[CH:13][CH:12]=2)[C:8]([OH:10])=O)[CH2:5][CH2:4][CH2:3][CH2:2]1.C(Cl)(=O)C(Cl)=O.[NH2:27][C:28]1[S:29][CH:30]=[CH:31][N:32]=1.C(N(CC)C(C)C)(C)C. Product: [CH:1]1([CH2:6][CH:7]([C:11]2[CH:16]=[CH:15][C:14]([C:17]([F:20])([F:19])[F:18])=[CH:13][CH:12]=2)[C:8]([NH:27][C:28]2[S:29][CH:30]=[CH:31][N:32]=2)=[O:10])[CH2:2][CH2:3][CH2:4][CH2:5]1. The catalyst class is: 832. (6) Reactant: Cl[C:2]1[CH:7]=[C:6]([C:8]2[N:9]=[C:10]3[C:16]([C:17](=[O:22])[C:18]([CH3:21])([CH3:20])[CH3:19])=[CH:15][NH:14][C:11]3=[N:12][CH:13]=2)[CH:5]=[CH:4][N:3]=1.[C:23]1(B(O)O)[CH2:27][CH2:26][CH2:25][CH:24]=1.C(=O)([O-])[O-].[K+].[K+].C(Cl)Cl. Product: [C:23]1([C:2]2[CH:7]=[C:6]([C:8]3[N:9]=[C:10]4[C:16]([C:17](=[O:22])[C:18]([CH3:21])([CH3:20])[CH3:19])=[CH:15][NH:14][C:11]4=[N:12][CH:13]=3)[CH:5]=[CH:4][N:3]=2)[CH2:27][CH2:26][CH2:25][CH:24]=1. The catalyst class is: 117. (7) Reactant: [CH:1]([C@@H:4]1[C:9]([O:10][CH3:11])=[N:8][CH2:7][C:6]([O:12][CH3:13])=[N:5]1)([CH3:3])[CH3:2].[Li]CCCC.I[CH2:20][CH2:21][CH2:22][CH2:23][CH2:24][C:25]([O:27][C:28]([CH3:31])([CH3:30])[CH3:29])=[O:26]. Product: [CH:1]([C@@H:4]1[C:9]([O:10][CH3:11])=[N:8][C@@H:7]([CH2:20][CH2:21][CH2:22][CH2:23][CH2:24][C:25]([O:27][C:28]([CH3:29])([CH3:31])[CH3:30])=[O:26])[C:6]([O:12][CH3:13])=[N:5]1)([CH3:3])[CH3:2]. The catalyst class is: 1. (8) Reactant: [C:1]1([C:7]2[CH:15]=[CH:14][C:10]([C:11]([NH2:13])=O)=[CH:9][CH:8]=2)[CH:6]=[CH:5][CH:4]=[CH:3][CH:2]=1.B.Cl.[OH-].[Na+]. Product: [C:1]1([C:7]2[CH:8]=[CH:9][C:10]([CH2:11][NH2:13])=[CH:14][CH:15]=2)[CH:2]=[CH:3][CH:4]=[CH:5][CH:6]=1. The catalyst class is: 1. (9) The catalyst class is: 188. Reactant: [CH3:1][S:2][C:3]1[C:11]([NH:12][C:13](=[O:19])[O:14][C:15]([CH3:18])([CH3:17])[CH3:16])=[C:6]2[CH:7]=[CH:8][CH:9]=[CH:10][N:5]2[N:4]=1.C([Li])CCC.[I:25]CCI.[Cl-].[NH4+]. Product: [I:25][C:10]1[N:5]2[N:4]=[C:3]([S:2][CH3:1])[C:11]([NH:12][C:13](=[O:19])[O:14][C:15]([CH3:16])([CH3:18])[CH3:17])=[C:6]2[CH:7]=[CH:8][CH:9]=1.